Dataset: Catalyst prediction with 721,799 reactions and 888 catalyst types from USPTO. Task: Predict which catalyst facilitates the given reaction. (1) Reactant: [F:1][C:2]([F:15])([F:14])[CH:3]1[CH2:8][CH2:7][CH:6]([C:9]([O:11][CH2:12][CH3:13])=[O:10])[CH2:5][CH2:4]1.C([N-]C(C)C)(C)C.[Li+].[Br:24][C:25]1[CH:30]=[CH:29][C:28]([CH2:31]Br)=[C:27]([I:33])[CH:26]=1.O. Product: [Br:24][C:25]1[CH:30]=[CH:29][C:28]([CH2:31][C:6]2([C:9]([O:11][CH2:12][CH3:13])=[O:10])[CH2:5][CH2:4][CH:3]([C:2]([F:14])([F:15])[F:1])[CH2:8][CH2:7]2)=[C:27]([I:33])[CH:26]=1. The catalyst class is: 49. (2) Reactant: O[N:2]=[C:3]1[CH2:8][CH2:7][CH2:6][CH2:5][CH:4]1[O:9][CH3:10].[ClH:11]. Product: [ClH:11].[CH3:10][O:9][CH:4]1[CH2:5][CH2:6][CH2:7][CH2:8][CH:3]1[NH2:2]. The catalyst class is: 470. (3) Reactant: [NH2:1][C:2]1[C:3]([Cl:12])=[N:4][CH:5]=[C:6]([CH:11]=1)[C:7]([O:9][CH3:10])=[O:8].N1C=CC=C[CH:14]=1.[CH:19]1[CH:24]=[CH:23][CH:22]=[C:21]([S:25](Cl)(=[O:27])=[O:26])[CH:20]=1. Product: [Cl:12][C:3]1[C:2]([NH:1][S:25]([C:21]2[CH:22]=[CH:23][CH:24]=[C:19]([CH3:14])[CH:20]=2)(=[O:27])=[O:26])=[CH:11][C:6]([C:7]([O:9][CH3:10])=[O:8])=[CH:5][N:4]=1. The catalyst class is: 112. (4) Reactant: [CH3:1][C:2]1[CH:10]=[C:9]([CH2:11][CH2:12][CH2:13][CH2:14][CH2:15][CH2:16][CH2:17][CH3:18])[CH:8]=[C:4]([C:5]([OH:7])=[O:6])[C:3]=1[OH:19].[OH-].[Na+].[Cl-].[Zn+2:23].[Cl-]. Product: [Zn+2:23].[CH3:1][C:2]1[CH:10]=[C:9]([CH2:11][CH2:12][CH2:13][CH2:14][CH2:15][CH2:16][CH2:17][CH3:18])[CH:8]=[C:4]([C:5]([O-:7])=[O:6])[C:3]=1[OH:19].[CH3:1][C:2]1[CH:10]=[C:9]([CH2:11][CH2:12][CH2:13][CH2:14][CH2:15][CH2:16][CH2:17][CH3:18])[CH:8]=[C:4]([C:5]([O-:7])=[O:6])[C:3]=1[OH:19]. The catalyst class is: 6. (5) Reactant: [Cl:1][C:2]1[CH:7]=[C:6]([NH:8][C:9]2[CH:14]=[CH:13][CH:12]=[CH:11][C:10]=2[NH2:15])[CH:5]=[CH:4][C:3]=1[C:16]([C:18]1[CH:23]=[CH:22][CH:21]=[CH:20][C:19]=1[CH3:24])=[O:17].[C:25]1([S:31](Cl)(=[O:33])=[O:32])[CH:30]=[CH:29][CH:28]=[CH:27][CH:26]=1. The catalyst class is: 17. Product: [Cl:1][C:2]1[CH:7]=[C:6]([NH:8][C:9]2[CH:14]=[CH:13][CH:12]=[CH:11][C:10]=2[NH:15][S:31]([C:25]2[CH:30]=[CH:29][CH:28]=[CH:27][CH:26]=2)(=[O:33])=[O:32])[CH:5]=[CH:4][C:3]=1[C:16](=[O:17])[C:18]1[CH:23]=[CH:22][CH:21]=[CH:20][C:19]=1[CH3:24]. (6) Reactant: [CH3:1][O:2][C:3]1[CH:4]=[C:5]([CH:7]=[C:8]([O:10][CH3:11])[CH:9]=1)[NH2:6].Br[CH2:13][C:14]([C:16]1[CH:21]=[CH:20][C:19]([OH:22])=[C:18]([OH:23])[CH:17]=1)=[O:15].[C:24](=[O:27])(O)[O-].[Na+]. Product: [OH:23][C:18]1[CH:17]=[C:16]([C:14](=[O:15])[CH2:13][N:6]2[C:5]3[C:4](=[C:3]([O:2][CH3:1])[CH:9]=[C:8]([O:10][CH3:11])[CH:7]=3)[C:14]([C:16]3[CH:17]=[CH:18][C:19]([OH:22])=[C:24]([OH:27])[CH:21]=3)=[CH:13]2)[CH:21]=[CH:20][C:19]=1[OH:22]. The catalyst class is: 8. (7) Reactant: [CH:1]([C:3]1[C:7]2=[N:8][C:9]([C:12]([NH:14][C:15]3[CH:16]=[N:17][CH:18]=[CH:19][C:20]=3[N:21]3[CH2:26][CH2:25][CH2:24][C@H:23]([NH:27][C:28](=[O:34])[O:29][C:30]([CH3:33])([CH3:32])[CH3:31])[CH2:22]3)=[O:13])=[CH:10][CH:11]=[C:6]2[S:5][CH:4]=1)=[CH2:2]. Product: [CH2:1]([C:3]1[C:7]2=[N:8][C:9]([C:12]([NH:14][C:15]3[CH:16]=[N:17][CH:18]=[CH:19][C:20]=3[N:21]3[CH2:26][CH2:25][CH2:24][C@H:23]([NH:27][C:28](=[O:34])[O:29][C:30]([CH3:33])([CH3:32])[CH3:31])[CH2:22]3)=[O:13])=[CH:10][CH:11]=[C:6]2[S:5][CH:4]=1)[CH3:2]. The catalyst class is: 19. (8) Reactant: C([O:9][C:10]1[CH:15]=[CH:14][C:13]([C:16]2[N:17]=[C:18]3[CH:23]=[CH:22][C:21]([O:24]C)=[CH:20][N:19]3[CH:26]=2)=[CH:12][CH:11]=1)(=O)C1C=CC=CC=1.B(Br)(Br)Br.CO. Product: [OH:9][C:10]1[CH:11]=[CH:12][C:13]([C:16]2[N:17]=[C:18]3[CH:23]=[CH:22][C:21]([OH:24])=[CH:20][N:19]3[CH:26]=2)=[CH:14][CH:15]=1. The catalyst class is: 4.